From a dataset of Forward reaction prediction with 1.9M reactions from USPTO patents (1976-2016). Predict the product of the given reaction. (1) Given the reactants C(OP([CH2:9][C:10]1[N:11]=[CH:12][N:13]([C:15]([C:28]2[CH:33]=[CH:32][CH:31]=[CH:30][CH:29]=2)([C:22]2[CH:27]=[CH:26][CH:25]=[CH:24][CH:23]=2)[C:16]2[CH:21]=[CH:20][CH:19]=[CH:18][CH:17]=2)[CH:14]=1)(=O)OCC)C.CC([O-])(C)C.[K+].[C:40]([C:45]1[CH:50]=[CH:49][CH:48]=[CH:47][CH:46]=1)(=O)[CH:41]([CH3:43])[CH3:42], predict the reaction product. The product is: [CH3:42][CH:41]([CH3:43])[C:40]([C:45]1[CH:50]=[CH:49][CH:48]=[CH:47][CH:46]=1)=[CH:9][C:10]1[N:11]=[CH:12][N:13]([C:15]([C:22]2[CH:23]=[CH:24][CH:25]=[CH:26][CH:27]=2)([C:16]2[CH:17]=[CH:18][CH:19]=[CH:20][CH:21]=2)[C:28]2[CH:33]=[CH:32][CH:31]=[CH:30][CH:29]=2)[CH:14]=1. (2) Given the reactants [C:1]1([PH+:7]([C:14]2[CH:19]=[CH:18][CH:17]=[CH:16][CH:15]=2)[C:8]2[CH:13]=[CH:12][CH:11]=[CH:10][CH:9]=2)[CH:6]=[CH:5][CH:4]=[CH:3][CH:2]=1.BrC[C:22]1[CH:27]=[CH:26][C:25]([C:28]([C:44]2[CH:49]=[CH:48][CH:47]=[CH:46][CH:45]=2)=[C:29]([C:36]2[CH:41]=[CH:40][C:39](CBr)=[CH:38][CH:37]=2)[C:30]2[CH:35]=[CH:34][CH:33]=[CH:32][CH:31]=2)=[CH:24][CH:23]=1.[C:50]1([P:56]([C:63]2[CH:68]=[CH:67][CH:66]=[CH:65][CH:64]=2)[C:57]2[CH:62]=[CH:61][CH:60]=[CH:59][CH:58]=2)[CH:55]=[CH:54][CH:53]=[CH:52][CH:51]=1.C1(C)C=CC=CC=1, predict the reaction product. The product is: [C:25]1([C:28]([C:44]2[CH:45]=[CH:46][CH:47]=[CH:48][CH:49]=2)=[C:29]([C:30]2[CH:31]=[CH:32][CH:33]=[CH:34][CH:35]=2)[C:36]2[CH:41]=[CH:40][CH:39]=[CH:38][CH:37]=2)[CH:24]=[CH:23][CH:22]=[CH:27][CH:26]=1.[C:14]1([PH+:7]([C:1]2[CH:2]=[CH:3][CH:4]=[CH:5][CH:6]=2)[C:8]2[CH:13]=[CH:12][CH:11]=[CH:10][CH:9]=2)[CH:15]=[CH:16][CH:17]=[CH:18][CH:19]=1.[C:63]1([PH+:56]([C:50]2[CH:51]=[CH:52][CH:53]=[CH:54][CH:55]=2)[C:57]2[CH:62]=[CH:61][CH:60]=[CH:59][CH:58]=2)[CH:64]=[CH:65][CH:66]=[CH:67][CH:68]=1. (3) Given the reactants Cl.Cl.[S:3]1[C:7]2[CH:8]=[CH:9][CH:10]=[CH:11][C:6]=2[N:5]=[C:4]1[NH:12][C:13]([C:15]1[CH:16]=[CH:17][CH:18]=[C:19]2[C:24]=1[CH2:23][NH:22][CH2:21][CH2:20]2)=[O:14].[OH2:25].Cl.[CH3:27][CH2:28][OH:29], predict the reaction product. The product is: [S:3]1[C:7]2[CH:8]=[CH:9][CH:10]=[CH:11][C:6]=2[N:5]=[C:4]1[NH:12][C:13]([C:15]1[CH:16]=[CH:17][CH:18]=[C:19]2[C:24]=1[CH2:23][N:22]([C:6]1[N:5]=[C:27]([C:28]([OH:25])=[O:29])[CH:9]=[CH:8][CH:7]=1)[CH2:21][CH2:20]2)=[O:14]. (4) Given the reactants Br[C:2]1[CH:7]=[CH:6][CH:5]=[CH:4][C:3]=1[CH2:8][OH:9].[O:10]=[C:11]1[CH2:16][CH2:15][CH2:14][N:13]([C:17]([O:19][C:20]([CH3:23])([CH3:22])[CH3:21])=[O:18])[CH2:12]1.C([Li])CCC, predict the reaction product. The product is: [OH:10][C:11]1([C:2]2[CH:7]=[CH:6][CH:5]=[CH:4][C:3]=2[CH2:8][OH:9])[CH2:16][CH2:15][CH2:14][N:13]([C:17]([O:19][C:20]([CH3:23])([CH3:22])[CH3:21])=[O:18])[CH2:12]1.